This data is from Reaction yield outcomes from USPTO patents with 853,638 reactions. The task is: Predict the reaction yield, written as a fraction of the theoretical maximum amount of product (1.0 means a 100% yield; for example, 0.34 means a 34% yield). (1) The reactants are [C:1]([C:3]1[CH:4]=[C:5]([CH:10]=[CH:11][C:12]=1[OH:13])[C:6]([O:8][CH3:9])=[O:7])#[N:2].C([O-])([O-])=O.[K+].[K+].C(C(N)CBr)(O[C:23](C)([CH3:25])[CH3:24])=O. The catalyst is CN(C=O)C.O. The product is [C:1]([C:3]1[CH:4]=[C:5]([CH:10]=[CH:11][C:12]=1[O:13][CH:23]([CH3:25])[CH3:24])[C:6]([O:8][CH3:9])=[O:7])#[N:2]. The yield is 0.550. (2) The reactants are [CH3:1][O:2][C:3]1[CH:4]=[CH:5][C:6]([CH2:15][CH:16]2[S:20][C:19](=[O:21])[NH:18][C:17]2=[O:22])=[C:7]2[C:12]=1[N:11]([CH3:13])[C:10](=[O:14])[CH:9]=[CH:8]2.Br[CH2:24][C:25]([O:27][CH3:28])=[O:26].C(=O)([O-])[O-].[K+].[K+].O. The catalyst is CN(C=O)C. The product is [CH3:28][O:27][C:25]([CH2:24][N:18]1[C:17](=[O:22])[CH:16]([CH2:15][C:6]2[CH:5]=[CH:4][C:3]([O:2][CH3:1])=[C:12]3[C:7]=2[CH:8]=[CH:9][C:10](=[O:14])[N:11]3[CH3:13])[S:20][C:19]1=[O:21])=[O:26]. The yield is 0.570.